Dataset: Catalyst prediction with 721,799 reactions and 888 catalyst types from USPTO. Task: Predict which catalyst facilitates the given reaction. Reactant: [C:1]1([C:7]([N:9]2[CH2:14][CH2:13][CH:12]([CH2:15][N:16]3[C:24]4[C:19](=[CH:20][C:21]([C:25]5[CH:26]=[N:27][N:28](C6CCCCO6)[CH:29]=5)=[CH:22][CH:23]=4)[CH:18]=[CH:17]3)[CH2:11][CH2:10]2)=[O:8])[CH:6]=[CH:5][CH:4]=[CH:3][CH:2]=1.Cl.CO.ClCCl. Product: [NH:27]1[CH:26]=[C:25]([C:21]2[CH:20]=[C:19]3[C:24](=[CH:23][CH:22]=2)[N:16]([CH2:15][CH:12]2[CH2:11][CH2:10][N:9]([C:7]([C:1]4[CH:2]=[CH:3][CH:4]=[CH:5][CH:6]=4)=[O:8])[CH2:14][CH2:13]2)[CH2:17][CH2:18]3)[CH:29]=[N:28]1. The catalyst class is: 14.